Task: Predict the product of the given reaction.. Dataset: Forward reaction prediction with 1.9M reactions from USPTO patents (1976-2016) Given the reactants CN(C1C=CC=CN=1)C.[C:10](OC(OC(C)(C)C)=O)(OC(C)(C)C)=[O:11].[CH3:25][O:26][C:27]([C:29]1([NH2:35])[CH2:34][CH2:33][CH2:32][CH2:31][CH2:30]1)=[O:28].C(N(CC)CC)C.[CH2:43]([OH:49])[C:44]1[O:48][CH:47]=[CH:46][CH:45]=1, predict the reaction product. The product is: [CH3:25][O:26][C:27]([C:29]1([NH:35][C:10]([O:49][CH2:43][C:44]2[O:48][CH:47]=[CH:46][CH:45]=2)=[O:11])[CH2:30][CH2:31][CH2:32][CH2:33][CH2:34]1)=[O:28].